From a dataset of Forward reaction prediction with 1.9M reactions from USPTO patents (1976-2016). Predict the product of the given reaction. (1) Given the reactants [C:1]([O:5][C:6]([N:8]1[CH2:12][C@H:11]([N:13]=[N+]=[N-])[CH2:10][C@@H:9]1[CH2:16][OH:17])=[O:7])([CH3:4])([CH3:3])[CH3:2].[H][H], predict the reaction product. The product is: [C:1]([O:5][C:6]([N:8]1[CH2:12][C@H:11]([NH2:13])[CH2:10][C@@H:9]1[CH2:16][OH:17])=[O:7])([CH3:4])([CH3:3])[CH3:2]. (2) Given the reactants [CH:1]1[C:13]2[CH:12](COC(NCC(N)=O)=O)[C:11]3[C:6](=[CH:7][CH:8]=[CH:9][CH:10]=3)[C:5]=2[CH:4]=[CH:3][CH:2]=1.FC(F)(F)C(OI(C1C=CC=CC=1)OC(=O)C(F)(F)F)=O.[C:44]([OH:53])(=[O:52])[C@@H:45]([C@H:47]([C:49]([OH:51])=O)[OH:48])[OH:46].Cl.C([N:57]=[C:58]=[N:59]CCCN(C)C)C.[C:66]([O:69][CH2:70]C)(=[O:68])C, predict the reaction product. The product is: [CH:11]1[C:12]2[CH:13]([N:57]([CH2:58][NH:59][C:49](=[O:51])[CH:47]([OH:48])[CH:45]([OH:46])[C:44]([OH:53])=[O:52])[C:66]([O:69][CH3:70])=[O:68])[C:1]3[C:6](=[CH:5][CH:4]=[CH:3][CH:2]=3)[C:7]=2[CH:8]=[CH:9][CH:10]=1. (3) Given the reactants [Cl:1][C:2]1[CH:3]=[C:4]([CH:18]=[CH:19][C:20]=1[O:21][CH3:22])[CH2:5][NH:6][C:7]1[C:12]([C:13]([OH:15])=O)=[CH:11][N:10]=[C:9]([S:16][CH3:17])[N:8]=1.[CH2:23]([NH2:30])[C:24]1[CH:29]=[CH:28][CH:27]=[CH:26][CH:25]=1.CN(C(ON1N=NC2C=CC=NC1=2)=[N+](C)C)C.F[P-](F)(F)(F)(F)F.CCN(C(C)C)C(C)C, predict the reaction product. The product is: [CH2:23]([NH:30][C:13]([C:12]1[C:7]([NH:6][CH2:5][C:4]2[CH:18]=[CH:19][C:20]([O:21][CH3:22])=[C:2]([Cl:1])[CH:3]=2)=[N:8][C:9]([S:16][CH3:17])=[N:10][CH:11]=1)=[O:15])[C:24]1[CH:29]=[CH:28][CH:27]=[CH:26][CH:25]=1.